This data is from Catalyst prediction with 721,799 reactions and 888 catalyst types from USPTO. The task is: Predict which catalyst facilitates the given reaction. (1) Product: [F:25][C:2]([F:1])([F:24])[C:3]([NH:5][C@H:6]([CH3:23])[CH2:7][C:8]1[CH:9]=[CH:10][C:11]([S:14][C:15]2[CH:20]=[CH:19][C:18]([OH:21])=[CH:17][CH:16]=2)=[CH:12][CH:13]=1)=[O:4]. The catalyst class is: 4. Reactant: [F:1][C:2]([F:25])([F:24])[C:3]([NH:5][C@H:6]([CH3:23])[CH2:7][C:8]1[CH:13]=[CH:12][C:11]([S:14][C:15]2[CH:20]=[CH:19][C:18]([O:21]C)=[CH:17][CH:16]=2)=[CH:10][CH:9]=1)=[O:4].B(Br)(Br)Br. (2) Reactant: [C:1]([O:5][C:6]([NH:8][CH2:9][C:10]1[C:11]([C:27]2[CH:32]=[CH:31][C:30]([CH3:33])=[CH:29][CH:28]=2)=[C:12]([CH2:23][C:24]([OH:26])=[O:25])[C:13]([CH2:21][CH3:22])=[N:14][C:15]=1[CH2:16][C:17]([CH3:20])([CH3:19])[CH3:18])=[O:7])([CH3:4])([CH3:3])[CH3:2].Cl[CH2:35][C:36]1[O:37][C:38](=[O:42])[O:39][C:40]=1[CH3:41].C(=O)([O-])[O-].[K+].[K+]. Product: [C:1]([O:5][C:6]([NH:8][CH2:9][C:10]1[C:11]([C:27]2[CH:28]=[CH:29][C:30]([CH3:33])=[CH:31][CH:32]=2)=[C:12]([CH2:23][C:24]([O:26][CH2:35][C:36]2[O:37][C:38](=[O:42])[O:39][C:40]=2[CH3:41])=[O:25])[C:13]([CH2:21][CH3:22])=[N:14][C:15]=1[CH2:16][C:17]([CH3:19])([CH3:20])[CH3:18])=[O:7])([CH3:2])([CH3:3])[CH3:4]. The catalyst class is: 9.